Dataset: Full USPTO retrosynthesis dataset with 1.9M reactions from patents (1976-2016). Task: Predict the reactants needed to synthesize the given product. Given the product [Si:1]([O:8][CH2:9][CH2:10][N:11]1[C:12](=[O:13])[N:20]2[CH:19]=[N:18][C:17]([C:21]([NH2:23])=[O:22])=[C:16]2[N:14]=[N:15]1)([C:4]([CH3:7])([CH3:6])[CH3:5])([CH3:3])[CH3:2], predict the reactants needed to synthesize it. The reactants are: [Si:1]([O:8][CH2:9][CH2:10][N:11]=[C:12]=[O:13])([C:4]([CH3:7])([CH3:6])[CH3:5])([CH3:3])[CH3:2].[N+:14](=[C:16]1[N:20]=[CH:19][N:18]=[C:17]1[C:21]([NH2:23])=[O:22])=[N-:15].